Dataset: Peptide-MHC class I binding affinity with 185,985 pairs from IEDB/IMGT. Task: Regression. Given a peptide amino acid sequence and an MHC pseudo amino acid sequence, predict their binding affinity value. This is MHC class I binding data. (1) The binding affinity (normalized) is 0.412. The peptide sequence is FERDISNVPF. The MHC is HLA-B44:02 with pseudo-sequence HLA-B44:02. (2) The peptide sequence is RLYECLYRNR. The MHC is HLA-A68:01 with pseudo-sequence HLA-A68:01. The binding affinity (normalized) is 0.498. (3) The peptide sequence is RLRQLPKKK. The MHC is HLA-A11:01 with pseudo-sequence HLA-A11:01. The binding affinity (normalized) is 0.148. (4) The peptide sequence is DIMLPESDL. The MHC is HLA-A02:01 with pseudo-sequence HLA-A02:01. The binding affinity (normalized) is 0.125. (5) The peptide sequence is KAFSPEVIPMF. The MHC is HLA-B40:01 with pseudo-sequence HLA-B40:01. The binding affinity (normalized) is 0.